Dataset: NCI-60 drug combinations with 297,098 pairs across 59 cell lines. Task: Regression. Given two drug SMILES strings and cell line genomic features, predict the synergy score measuring deviation from expected non-interaction effect. Drug 1: C1=CN(C(=O)N=C1N)C2C(C(C(O2)CO)O)O.Cl. Drug 2: CC1=C(N=C(N=C1N)C(CC(=O)N)NCC(C(=O)N)N)C(=O)NC(C(C2=CN=CN2)OC3C(C(C(C(O3)CO)O)O)OC4C(C(C(C(O4)CO)O)OC(=O)N)O)C(=O)NC(C)C(C(C)C(=O)NC(C(C)O)C(=O)NCCC5=NC(=CS5)C6=NC(=CS6)C(=O)NCCC[S+](C)C)O. Cell line: HOP-92. Synergy scores: CSS=29.5, Synergy_ZIP=-4.35, Synergy_Bliss=2.07, Synergy_Loewe=-2.07, Synergy_HSA=4.29.